Predict the product of the given reaction. From a dataset of Forward reaction prediction with 1.9M reactions from USPTO patents (1976-2016). (1) Given the reactants [C:1]([Si:5]([CH3:26])([CH3:25])[O:6][C@@H:7]([C@@H:9]([CH:23]=[CH2:24])[C:10](N1[C@H](C(C)C)C(C)(C)OC1=O)=[O:11])[CH3:8])([CH3:4])([CH3:3])[CH3:2].[OH:27]O.O.[OH-].[Li+], predict the reaction product. The product is: [C:1]([Si:5]([CH3:26])([CH3:25])[O:6][C@@H:7]([C@@H:9]([CH:23]=[CH2:24])[C:10]([OH:11])=[O:27])[CH3:8])([CH3:2])([CH3:3])[CH3:4]. (2) Given the reactants Cl.[CH:2]([C:5]1[CH:10]=[CH:9][C:8]([CH:11]2[C:15]3([CH2:20][CH2:19][NH:18][CH2:17][CH2:16]3)[O:14][C:13]3[C:21]([CH3:28])=[C:22]([CH3:27])[C:23]([OH:26])=[C:24]([CH3:25])[C:12]2=3)=[CH:7][CH:6]=1)([CH3:4])[CH3:3].[CH2:29]=O.[OH-].[Na+], predict the reaction product. The product is: [CH:2]([C:5]1[CH:6]=[CH:7][C:8]([CH:11]2[C:15]3([CH2:16][CH2:17][N:18]([CH3:29])[CH2:19][CH2:20]3)[O:14][C:13]3[C:21]([CH3:28])=[C:22]([CH3:27])[C:23]([OH:26])=[C:24]([CH3:25])[C:12]2=3)=[CH:9][CH:10]=1)([CH3:4])[CH3:3]. (3) Given the reactants [C:1]([C:4]1[C:12]2[C:7](=[CH:8][CH:9]=[C:10]([C:13]3[CH2:14][CH2:15][N:16]([C:19](=[O:21])[CH3:20])[CH2:17][CH:18]=3)[CH:11]=2)[N:6]([CH2:22][C:23]([OH:25])=O)[CH:5]=1)(=[O:3])[CH3:2].Cl.ClC1[C@H](F)CN[C@H]1C(NC1C=CC=C(Cl)N=1)=O.C(C1C2C(=CC=C(N3CCN(C(=O)C)CC3)C=2)N(CC([N:68]2[CH2:72][C@H:71]([F:73])[CH2:70][C@H:69]2[C:74]([NH:76][C:77]2[C:78]([F:90])=[C:79]([C:83]3[CH:88]=[CH:87][CH:86]=[CH:85][C:84]=3[Cl:89])[CH:80]=[CH:81][CH:82]=2)=[O:75])=O)C=1)(=O)C, predict the reaction product. The product is: [C:1]([C:4]1[C:12]2[C:7](=[CH:8][CH:9]=[C:10]([C:13]3[CH2:14][CH2:15][N:16]([C:19](=[O:21])[CH3:20])[CH2:17][CH:18]=3)[CH:11]=2)[N:6]([CH2:22][C:23]([N:68]2[CH2:72][C@H:71]([F:73])[CH2:70][C@H:69]2[C:74]([NH:76][C:77]2[C:78]([F:90])=[C:79]([C:83]3[CH:88]=[CH:87][CH:86]=[CH:85][C:84]=3[Cl:89])[CH:80]=[CH:81][CH:82]=2)=[O:75])=[O:25])[CH:5]=1)(=[O:3])[CH3:2]. (4) Given the reactants N[C:2]1[CH:3]=[CH:4][CH:5]=[C:6]2[C:11]=1[CH:10]=[C:9]([S:12]([OH:15])(=[O:14])=[O:13])[CH:8]=[CH:7]2.N([O-])=O.[Na+].[ClH:20], predict the reaction product. The product is: [Cl:20][C:2]1[CH:3]=[CH:4][CH:5]=[C:6]2[C:11]=1[CH:10]=[C:9]([S:12]([OH:15])(=[O:14])=[O:13])[CH:8]=[CH:7]2. (5) Given the reactants [CH2:1]([O:8][C:9]1[CH:10]=[C:11]([C:16]2[N:21]=[C:20]([C:22]([O:24][CH3:25])=[O:23])[CH:19]=[CH:18][C:17]=2B2OC(C)(C)C(C)(C)O2)[CH:12]=[CH:13][C:14]=1[Cl:15])[C:2]1[CH:7]=[CH:6][CH:5]=[CH:4][CH:3]=1.Cl[C:36]1[C:41]([Cl:42])=[CH:40][CH:39]=[CH:38][N:37]=1.C([O-])([O-])=O.[K+].[K+].CCOC(C)=O, predict the reaction product. The product is: [CH2:1]([O:8][C:9]1[CH:10]=[C:11]([C:16]2[C:17]([C:36]3[C:41]([Cl:42])=[CH:40][CH:39]=[CH:38][N:37]=3)=[CH:18][CH:19]=[C:20]([C:22]([O:24][CH3:25])=[O:23])[N:21]=2)[CH:12]=[CH:13][C:14]=1[Cl:15])[C:2]1[CH:7]=[CH:6][CH:5]=[CH:4][CH:3]=1.